Dataset: Forward reaction prediction with 1.9M reactions from USPTO patents (1976-2016). Task: Predict the product of the given reaction. (1) Given the reactants Cl[C:2]1[NH:3][C:4](=[O:12])[C:5]2[CH:10]=[N:9][N:8]([CH3:11])[C:6]=2[N:7]=1.[F:13][C:14]([F:25])([F:24])[C:15]1[CH:20]=[CH:19][C:18](B(O)O)=[CH:17][CH:16]=1.C(=O)([O-])[O-].[Na+].[Na+], predict the reaction product. The product is: [CH3:11][N:8]1[C:6]2[N:7]=[C:2]([C:18]3[CH:19]=[CH:20][C:15]([C:14]([F:25])([F:24])[F:13])=[CH:16][CH:17]=3)[NH:3][C:4](=[O:12])[C:5]=2[CH:10]=[N:9]1. (2) Given the reactants [C:1]([C:3]1[CH:8]=[CH:7][CH:6]=[CH:5][C:4]=1[CH:9]=[CH:10][C:11]([NH:13][C@H:14]([C:24]([O:26]C)=[O:25])[CH2:15][C:16]1[CH:21]=[CH:20][C:19]([O:22][CH3:23])=[CH:18][CH:17]=1)=[O:12])#[N:2].[OH-].[Na+], predict the reaction product. The product is: [C:1]([C:3]1[CH:8]=[CH:7][CH:6]=[CH:5][C:4]=1[CH:9]=[CH:10][C:11]([NH:13][C@H:14]([C:24]([OH:26])=[O:25])[CH2:15][C:16]1[CH:21]=[CH:20][C:19]([O:22][CH3:23])=[CH:18][CH:17]=1)=[O:12])#[N:2]. (3) Given the reactants [Cl:1][C:2]1[N:7]=[C:6]([NH:8][CH2:9][CH2:10][CH2:11][O:12][C:13]2[CH:14]=[C:15]3[C:19](=[CH:20][CH:21]=2)[C@H:18]([CH2:22][C:23]([O:25][CH2:26][CH3:27])=[O:24])[CH2:17][CH2:16]3)[C:5]([Cl:28])=[CH:4][N:3]=1.[H-].[Na+].I[CH3:32], predict the reaction product. The product is: [Cl:1][C:2]1[N:7]=[C:6]([N:8]([CH3:32])[CH2:9][CH2:10][CH2:11][O:12][C:13]2[CH:14]=[C:15]3[C:19](=[CH:20][CH:21]=2)[C@H:18]([CH2:22][C:23]([O:25][CH2:26][CH3:27])=[O:24])[CH2:17][CH2:16]3)[C:5]([Cl:28])=[CH:4][N:3]=1.